From a dataset of Forward reaction prediction with 1.9M reactions from USPTO patents (1976-2016). Predict the product of the given reaction. (1) Given the reactants [F:1][C:2]([F:7])([F:6])[C:3]([OH:5])=[O:4].[NH2:8][C@H:9]([C:17]([N:19]1[CH2:46][CH2:45][CH2:44][C@@H:20]1[C:21]([NH:23][CH2:24][CH2:25][CH2:26][NH:27][C:28]1[C:41]2[C:40](=[O:42])[C:39]3[C:34](=[CH:35][CH:36]=[CH:37][CH:38]=3)[C:33](=[O:43])[C:32]=2[CH:31]=[CH:30][CH:29]=1)=[O:22])=[O:18])[CH2:10][C:11]1[CH:16]=[CH:15][CH:14]=[CH:13][CH:12]=1.[CH2:47]([N:49](CC)CC)[CH3:48], predict the reaction product. The product is: [F:1][C:2]([F:7])([F:6])[C:3]([OH:5])=[O:4].[NH2:49][CH2:47][C:48]([NH:8][C@H:9]([C:17]([N:19]1[CH2:46][CH2:45][CH2:44][C@@H:20]1[C:21]([NH:23][CH2:24][CH2:25][CH2:26][NH:27][C:28]1[C:41]2[C:40](=[O:42])[C:39]3[C:34](=[CH:35][CH:36]=[CH:37][CH:38]=3)[C:33](=[O:43])[C:32]=2[CH:31]=[CH:30][CH:29]=1)=[O:22])=[O:18])[CH2:10][C:11]1[CH:16]=[CH:15][CH:14]=[CH:13][CH:12]=1)=[O:4]. (2) Given the reactants C1(CC[CH2:9][NH2:10])C=CC=CC=1.[CH2:11]1[C:19]2[C:14](=[CH:15][CH:16]=[CH:17][CH:18]=2)[CH2:13][N:12]1[C:20]([NH:22][CH2:23][CH2:24][CH2:25][CH2:26][CH2:27][C:28]([OH:30])=O)=[O:21].C1C2C(=CC=CC=2)CN1C(NC1C=CC(C(O)=O)=CC=1)=O, predict the reaction product. The product is: [CH3:9][NH:10][C:28](=[O:30])[CH2:27][CH2:26][CH2:25][CH2:24][CH2:23][NH:22][C:20]([N:12]1[CH2:11][C:19]2[C:14](=[CH:15][CH:16]=[CH:17][CH:18]=2)[CH2:13]1)=[O:21]. (3) Given the reactants Br[C:2]1[CH:7]=[CH:6][CH:5]=[CH:4][N:3]=1.[Br:8][C:9]1[CH:10]=[C:11](B(O)O)[CH:12]=[CH:13][CH:14]=1.C(=O)([O-])[O-].[K+].[K+].C(COC)OC, predict the reaction product. The product is: [Br:8][C:9]1[CH:14]=[C:13]([C:2]2[CH:7]=[CH:6][CH:5]=[CH:4][N:3]=2)[CH:12]=[CH:11][CH:10]=1.